From a dataset of Forward reaction prediction with 1.9M reactions from USPTO patents (1976-2016). Predict the product of the given reaction. Given the reactants [CH:1]([C:3]1[CH:8]=[CH:7][C:6]([NH:9][C:10](=[O:12])[CH3:11])=[CH:5][C:4]=1[CH3:13])=O.Cl.[CH3:15][C@H:16]1[CH2:21][NH:20][CH2:19][CH2:18][N:17]1[C:22]([O:24][C:25]([CH3:28])([CH3:27])[CH3:26])=[O:23].C(N(CC)CC)C.C(O[BH-](OC(=O)C)OC(=O)C)(=O)C.[Na+].C([O-])(O)=O.[Na+], predict the reaction product. The product is: [C:10]([NH:9][C:6]1[CH:7]=[CH:8][C:3]([CH2:1][N:20]2[CH2:19][CH2:18][N:17]([C:22]([O:24][C:25]([CH3:28])([CH3:27])[CH3:26])=[O:23])[C@@H:16]([CH3:15])[CH2:21]2)=[C:4]([CH3:13])[CH:5]=1)(=[O:12])[CH3:11].